The task is: Predict the product of the given reaction.. This data is from Forward reaction prediction with 1.9M reactions from USPTO patents (1976-2016). (1) Given the reactants [CH2:1]([C@H:8]1[N:13]([C:14]([C:16]2[N:17]=[CH:18][N:19]([C@H:27]3[C@H:32]([OH:33])[CH2:31][CH2:30][O:29][CH2:28]3)[C:20]=2[C:21]2[CH:26]=[CH:25][CH:24]=[CH:23][CH:22]=2)=[O:15])[CH2:12][CH2:11][N:10]([C:34]([O:36][C:37]([CH3:40])([CH3:39])[CH3:38])=[O:35])[CH2:9]1)[C:2]1[CH:7]=[CH:6][CH:5]=[CH:4][CH:3]=1.CC(OI1(OC(C)=O)(OC(C)=O)OC(=O)C2C=CC=CC1=2)=O.S([O-])([O-])(=O)=S.[Na+].[Na+], predict the reaction product. The product is: [CH2:1]([C@H:8]1[N:13]([C:14]([C:16]2[N:17]=[CH:18][N:19]([CH:27]3[C:32](=[O:33])[CH2:31][CH2:30][O:29][CH2:28]3)[C:20]=2[C:21]2[CH:26]=[CH:25][CH:24]=[CH:23][CH:22]=2)=[O:15])[CH2:12][CH2:11][N:10]([C:34]([O:36][C:37]([CH3:40])([CH3:39])[CH3:38])=[O:35])[CH2:9]1)[C:2]1[CH:7]=[CH:6][CH:5]=[CH:4][CH:3]=1. (2) Given the reactants [CH3:1][NH:2][C:3]1[N:8]=[C:7]([C:9]2[S:10][C:11]3[CH:19]=[CH:18][CH:17]=[CH:16][C:12]=3[C:13](=[O:15])[N:14]=2)[CH:6]=[CH:5][CH:4]=1.[C:20](Cl)(=[O:22])[CH3:21].CN(C)C(=O)C, predict the reaction product. The product is: [CH3:1][N:2]([C:3]1[CH:4]=[CH:5][CH:6]=[C:7]([C:9]2[S:10][C:11]3[CH:19]=[CH:18][CH:17]=[CH:16][C:12]=3[C:13](=[O:15])[N:14]=2)[N:8]=1)[C:20](=[O:22])[CH3:21]. (3) Given the reactants [O:1]=[C:2]1[N:8]([CH:9]2[CH2:14][CH2:13][N:12]([C:15]([O:17][C@H:18]([CH2:40][C:41]3[CH:46]=[C:45]([CH3:47])[C:44]([OH:48])=[C:43]([O:49][CH3:50])[CH:42]=3)[C:19]([N:21]3[CH2:26][CH2:25][N:24]([CH:27]4[CH2:32][CH2:31][N:30](C(OC(C)(C)C)=O)[CH2:29][CH2:28]4)[CH2:23][CH2:22]3)=[O:20])=[O:16])[CH2:11][CH2:10]2)[CH2:7][CH2:6][C:5]2[CH:51]=[CH:52][CH:53]=[CH:54][C:4]=2[NH:3]1, predict the reaction product. The product is: [O:1]=[C:2]1[N:8]([CH:9]2[CH2:14][CH2:13][N:12]([C:15]([O:17][C@H:18]([CH2:40][C:41]3[CH:46]=[C:45]([CH3:47])[C:44]([OH:48])=[C:43]([O:49][CH3:50])[CH:42]=3)[C:19](=[O:20])[N:21]3[CH2:26][CH2:25][N:24]([CH:27]4[CH2:28][CH2:29][NH:30][CH2:31][CH2:32]4)[CH2:23][CH2:22]3)=[O:16])[CH2:11][CH2:10]2)[CH2:7][CH2:6][C:5]2[CH:51]=[CH:52][CH:53]=[CH:54][C:4]=2[NH:3]1. (4) Given the reactants [CH2:1]([O:3][C:4]([C:6]1[C:7]([CH3:25])=[N:8][C:9]2[C:14]([C:15]=1[NH2:16])=[C:13]([O:17][CH2:18][CH:19]1[CH2:24][CH2:23][CH2:22][CH2:21][NH:20]1)[CH:12]=[CH:11][CH:10]=2)=[O:5])[CH3:2].[OH:26][C:27]1[CH:28]=[C:29]([CH:33]=[CH:34][CH:35]=1)[C:30](O)=[O:31], predict the reaction product. The product is: [CH2:1]([O:3][C:4]([C:6]1[C:7]([CH3:25])=[N:8][C:9]2[C:14]([C:15]=1[NH2:16])=[C:13]([O:17][CH2:18][CH:19]1[CH2:24][CH2:23][CH2:22][CH2:21][N:20]1[C:30](=[O:31])[C:29]1[CH:33]=[CH:34][CH:35]=[C:27]([OH:26])[CH:28]=1)[CH:12]=[CH:11][CH:10]=2)=[O:5])[CH3:2]. (5) Given the reactants [CH3:1]C(C)=O.C(=O)=O.[Cl:8][C:9]1[CH:14]=[CH:13][C:12]([CH:15]2[CH2:20][CH:19]([S:21]([C:24]3[CH:29]=[CH:28][CH:27]=[C:26]([C:30]([F:33])([F:32])[F:31])[CH:25]=3)(=[O:23])=[O:22])[CH2:18][CH2:17][O:16]2)=[CH:11][CH:10]=1.CC([O-])(C)C.[K+].CI, predict the reaction product. The product is: [Cl:8][C:9]1[CH:14]=[CH:13][C:12]([CH:15]2[CH2:20][C:19]([CH3:1])([S:21]([C:24]3[CH:29]=[CH:28][CH:27]=[C:26]([C:30]([F:31])([F:33])[F:32])[CH:25]=3)(=[O:22])=[O:23])[CH2:18][CH2:17][O:16]2)=[CH:11][CH:10]=1.